This data is from Catalyst prediction with 721,799 reactions and 888 catalyst types from USPTO. The task is: Predict which catalyst facilitates the given reaction. (1) Reactant: [Br:1][C:2]1[CH:3]=[C:4]2[C:9](=[CH:10][CH:11]=1)[N:8]=[CH:7][N:6]1[C:12]3[CH:13]=[CH:14][CH:15]=[CH:16][C:17]=3[CH:18]=[C:5]21.[BH4-].[Na+]. Product: [Br:1][C:2]1[CH:3]=[C:4]2[C:9](=[CH:10][CH:11]=1)[NH:8][CH2:7][N:6]1[C:12]3[CH:13]=[CH:14][CH:15]=[CH:16][C:17]=3[CH:18]=[C:5]21. The catalyst class is: 5. (2) Product: [NH2:15][C:16]1[C:21]([C:22]([C:24]2[CH:29]=[C:28]([F:30])[CH:27]=[CH:26][C:25]=2[O:31][CH3:32])=[O:23])=[CH:20][N:19]=[C:18]([NH:2][CH:3]2[CH2:8][CH2:7][CH:6]([OH:9])[CH2:5][CH2:4]2)[N:17]=1. The catalyst class is: 9. Reactant: Cl.[NH2:2][C@H:3]1[CH2:8][CH2:7][C@H:6]([OH:9])[CH2:5][CH2:4]1.C(=O)(O)[O-].[Na+].[NH2:15][C:16]1[C:21]([C:22]([C:24]2[CH:29]=[C:28]([F:30])[CH:27]=[CH:26][C:25]=2[O:31][CH3:32])=[O:23])=[CH:20][N:19]=[C:18](S(CC)(=O)=O)[N:17]=1.O. (3) Reactant: N(C(OC(C)C)=O)=NC(OC(C)C)=O.[OH:15][CH2:16][C:17]1[N:18]([S:22]([C:25]2[CH:30]=[CH:29][C:28]([CH3:31])=[CH:27][CH:26]=2)(=[O:24])=[O:23])[CH:19]=[CH:20][N:21]=1.C1(P(C2C=CC=CC=2)C2C=CC=CC=2)C=CC=CC=1.O[N:52]1[C:56](=[O:57])[C:55]2=[CH:58][CH:59]=[CH:60][CH:61]=[C:54]2[C:53]1=[O:62]. Product: [C:28]1([CH3:31])[CH:29]=[CH:30][C:25]([S:22]([N:18]2[CH:19]=[CH:20][N:21]=[C:17]2[CH2:16][O:15][N:52]2[C:56](=[O:57])[C:55]3[C:54](=[CH:61][CH:60]=[CH:59][CH:58]=3)[C:53]2=[O:62])(=[O:24])=[O:23])=[CH:26][CH:27]=1. The catalyst class is: 1. (4) Reactant: [CH:1]([Mg]Br)=[CH2:2].[N+:5]([C:8]1[CH:9]=[C:10]([Br:15])[CH:11]=[CH:12][C:13]=1[F:14])([O-])=O. Product: [Br:15][C:10]1[CH:11]=[CH:12][C:13]([F:14])=[C:8]2[C:9]=1[CH:1]=[CH:2][NH:5]2. The catalyst class is: 1. (5) Reactant: [CH3:1][C:2]1[N:6]([CH:7]2[CH2:13][CH:12]3[N:14]([CH2:15][CH2:16][C:17]4([C:23]5[CH:28]=[CH:27][CH:26]=[CH:25][CH:24]=5)[CH2:22][CH2:21][NH:20][CH2:19][CH2:18]4)[CH:9]([CH2:10][CH2:11]3)[CH2:8]2)[C:5]2[CH:29]=[CH:30][CH:31]=[CH:32][C:4]=2[N:3]=1.[CH:33]([N:36]=[C:37]=[O:38])([CH3:35])[CH3:34]. Product: [CH:33]([NH:36][C:37]([N:20]1[CH2:19][CH2:18][C:17]([CH2:16][CH2:15][N:14]2[CH:12]3[CH2:11][CH2:10][CH:9]2[CH2:8][CH:7]([N:6]2[C:5]4[CH:29]=[CH:30][CH:31]=[CH:32][C:4]=4[N:3]=[C:2]2[CH3:1])[CH2:13]3)([C:23]2[CH:28]=[CH:27][CH:26]=[CH:25][CH:24]=2)[CH2:22][CH2:21]1)=[O:38])([CH3:35])[CH3:34]. The catalyst class is: 1.